Dataset: NCI-60 drug combinations with 297,098 pairs across 59 cell lines. Task: Regression. Given two drug SMILES strings and cell line genomic features, predict the synergy score measuring deviation from expected non-interaction effect. (1) Drug 1: CC1CCC2CC(C(=CC=CC=CC(CC(C(=O)C(C(C(=CC(C(=O)CC(OC(=O)C3CCCCN3C(=O)C(=O)C1(O2)O)C(C)CC4CCC(C(C4)OC)O)C)C)O)OC)C)C)C)OC. Drug 2: CCC1(CC2CC(C3=C(CCN(C2)C1)C4=CC=CC=C4N3)(C5=C(C=C6C(=C5)C78CCN9C7C(C=CC9)(C(C(C8N6C)(C(=O)OC)O)OC(=O)C)CC)OC)C(=O)OC)O.OS(=O)(=O)O. Cell line: K-562. Synergy scores: CSS=9.68, Synergy_ZIP=2.35, Synergy_Bliss=3.31, Synergy_Loewe=-1.17, Synergy_HSA=-0.632. (2) Drug 1: CC1C(C(=O)NC(C(=O)N2CCCC2C(=O)N(CC(=O)N(C(C(=O)O1)C(C)C)C)C)C(C)C)NC(=O)C3=C4C(=C(C=C3)C)OC5=C(C(=O)C(=C(C5=N4)C(=O)NC6C(OC(=O)C(N(C(=O)CN(C(=O)C7CCCN7C(=O)C(NC6=O)C(C)C)C)C)C(C)C)C)N)C. Cell line: A498. Drug 2: CC1=C(C(=CC=C1)Cl)NC(=O)C2=CN=C(S2)NC3=CC(=NC(=N3)C)N4CCN(CC4)CCO. Synergy scores: CSS=17.6, Synergy_ZIP=-1.88, Synergy_Bliss=4.66, Synergy_Loewe=3.72, Synergy_HSA=3.75. (3) Drug 1: C1C(C(OC1N2C=C(C(=O)NC2=O)F)CO)O. Drug 2: COC1=NC(=NC2=C1N=CN2C3C(C(C(O3)CO)O)O)N. Cell line: EKVX. Synergy scores: CSS=4.82, Synergy_ZIP=-1.48, Synergy_Bliss=-2.48, Synergy_Loewe=-6.93, Synergy_HSA=-2.57. (4) Drug 1: C1=CC=C(C=C1)NC(=O)CCCCCCC(=O)NO. Drug 2: CCC1(C2=C(COC1=O)C(=O)N3CC4=CC5=C(C=CC(=C5CN(C)C)O)N=C4C3=C2)O.Cl. Cell line: MDA-MB-231. Synergy scores: CSS=13.6, Synergy_ZIP=-2.41, Synergy_Bliss=-1.69, Synergy_Loewe=-3.84, Synergy_HSA=-0.165. (5) Drug 1: C1=CC(=CC=C1C#N)C(C2=CC=C(C=C2)C#N)N3C=NC=N3. Drug 2: CC1C(C(CC(O1)OC2CC(CC3=C2C(=C4C(=C3O)C(=O)C5=C(C4=O)C(=CC=C5)OC)O)(C(=O)CO)O)N)O.Cl. Cell line: CAKI-1. Synergy scores: CSS=27.7, Synergy_ZIP=-2.51, Synergy_Bliss=-3.16, Synergy_Loewe=-12.2, Synergy_HSA=-2.06. (6) Drug 1: C(CC(=O)O)C(=O)CN.Cl. Synergy scores: CSS=14.8, Synergy_ZIP=1.70, Synergy_Bliss=3.03, Synergy_Loewe=-3.81, Synergy_HSA=0.705. Cell line: DU-145. Drug 2: C1=NNC2=C1C(=O)NC=N2. (7) Drug 1: CS(=O)(=O)C1=CC(=C(C=C1)C(=O)NC2=CC(=C(C=C2)Cl)C3=CC=CC=N3)Cl. Drug 2: C1=C(C(=O)NC(=O)N1)N(CCCl)CCCl. Cell line: HT29. Synergy scores: CSS=12.1, Synergy_ZIP=-8.53, Synergy_Bliss=-2.94, Synergy_Loewe=-9.19, Synergy_HSA=-4.78.